This data is from Experimentally validated miRNA-target interactions with 360,000+ pairs, plus equal number of negative samples. The task is: Binary Classification. Given a miRNA mature sequence and a target amino acid sequence, predict their likelihood of interaction. (1) The miRNA is hsa-miR-6499-3p with sequence AGCAGUGUUUGUUUUGCCCACA. The protein sequence of the target gene is MASREEVLALQAEVAQREEELNSLKQKLASALLAEQEPQPERLVPVSPLPPKAALSRDEILRYSRQLVLPELGVHGQLRLGTACVLIVGCGGLGCPLAQYLAAAGVGRLGLVDYDVVEMSNLARQVLHGEALAGQAKAFSAAASLRRLNSAVECVPYTQALTPATALDLVRRYDVVADCSDNVPTRYLVNDACVLAGRPLVSASALRFEGQITVYHYDGGPCYRCIFPQPPPAETVTNCADGGVLGVVTGVLGCLQALEVLKIAAGLGPSYSGSLLLFDALRGHFRSIRLRSRRLDCAAC.... Result: 1 (interaction). (2) The miRNA is hsa-miR-4653-3p with sequence UGGAGUUAAGGGUUGCUUGGAGA. The protein sequence of the target gene is MSNEPPPPYPGGPTAPLLEEKSGAPLTPGRTSPAVMQPPPGMPLPSADIAPPPYEPPGQPVPQPGFVPPHMNADGTYMPAGFYPPPGPHPPMGYYPPGPYPPGPYPGPGGHTATVLVPSGAATTVTVLQGEIFEGAPVQTVCPHCQQAITTKISYEIGLMNFVLGFFCCFMGCDLGCCLIPCLINDFKDVTHTCPSCKAYICTYKRLC. Result: 0 (no interaction). (3) The miRNA is hsa-miR-3666 with sequence CAGUGCAAGUGUAGAUGCCGA. The protein sequence of the target gene is MDEGGLPLLPDSLVYQIFLSLGPADVLAAGLVCRQWQAVSRDEFLWKEQFYRYYQVARDVPRHPAATSWYEEFRRLYDMVPCVEVQTLKEHTDQVLHLSFSHSGYQFASCSKDCTVKIWNNDLTISLLHSADMRPYNWSYTQFSQFNQDDSLLLASGVFLGPHNSSSGEIAVISLDSFALLSRVRNKPYDVFGCWLTETSLISGNLHRIGDITSCSVLWLNNAFQDVESENVNVVKRLFKIQNLNASTIRTVMVADCSRFDSPDLLLDASDQAGLPCRVFDLGGDTEEEATDPGLHTSGS.... Result: 0 (no interaction). (4) Result: 0 (no interaction). The protein sequence of the target gene is MAARTLGRGVGRLLGSLRGLSGQPARPPCGVSAPRRAASGPSGSAPAVAAAAAQPGSYPALSAQAAREPAAFWGPLARDTLVWDTPYHTVWDCDFSTGKIGWFLGGQLNVSVNCLDQHVRKSPESVALIWERDEPGTEVRITYRELLETTCRLANTLKRHGVHRGDRVAIYMPVSPLAVAAMLACARIGAVHTVIFAGFSAESLAGRINDAKCKVVITFNQGLRGGRVVELKKIVDEAVKHCPTVQHVLVAHRTDNKVHMGDLDVPLEQEMAKEDPVCAPESMGSEDMLFMLYTSGSTGM.... The miRNA is hsa-miR-520g-5p with sequence UCUAGAGGAAGCACUUUCUGUUU. (5) The miRNA is hsa-miR-6501-3p with sequence CCAGAGCAGCCUGCGGUAACAGU. The protein sequence of the target gene is MDGRVQLIKALLALPIRPATRRWRNPIPFPETFDGDTDRLPEFIVQTGSYMFVDENTFSSDALKVTFLITRLTGPALQWVIPYIKKESPLLNDYRGFLAEMKRVFGWEEDEDF. Result: 1 (interaction). (6) Result: 1 (interaction). The miRNA is hsa-miR-219b-3p with sequence AGAAUUGCGUUUGGACAAUCAGU. The protein sequence of the target gene is MARHGLPLLPLLSLLVGAWLKLGNGQATSMVQLQGGRFLMGTNSPDSRDGDGPVREATVKPFAIDIFPVTNKDFRDFVREKKYRTEAEMFGWSFVFEDFVSDELRNKATQPMKSVLWWLPVEKAFWRQPAGPGSGIRERLEHPVLHVSWNDARAYCAWRGKRLPTEEEWEFAARGGLKGQVYPWGNWFQPNRTNLWQGKFPKGDKAEDGFHGVSPVNAFPAQNNYGLYDLLGNVWEWTASPYQAAEQDMRVLRGASWIDTADGSANHRARVTTRMGNTPDSASDNLGFRCAADAGRPPGE.... (7) The miRNA is mmu-miR-1894-5p with sequence CUCUCCCCUACCACCUGCCUCU. The protein sequence of the target gene is MCSLGLFPPPPPRGQVTLYEHNNELVTGSSYESPPPDFRGQWINLPVLQLTKDPLKTPGRLDHGTRTAFIHHREQVWKRCINIWRDVGLFGVLNEIANSEEEVFEWVKTASGWALALCRWASSLHGSLFPHLSLRSEDLIAEFAQVTNWSSCCLRVFAWHPHTNKFAVALLDDSVRVYNASSTIVPSLKHRLQRNVASLAWKPLSASVLAVACQSCILIWTLDPTSLSTRPSSGCAQVLSHPGHTPVTSLAWAPSGGRLLSASPVDAAIRVWDVSTETCVPLPWFRGGGVTNLLWSPDGS.... Result: 0 (no interaction). (8) Result: 0 (no interaction). The protein sequence of the target gene is MPRYYEDKPEGGACAGVKEDLGACLLQSACVLQEGKSPRQCLKEGNCRALQYSFFECKRSMLDARSRFRGRKGY. The miRNA is hsa-miR-6746-5p with sequence CCGGGAGAAGGAGGUGGCCUGG. (9) The miRNA is hsa-miR-3907 with sequence AGGUGCUCCAGGCUGGCUCACA. The protein sequence of the target gene is MEEKYGGDVLAGPGGGGGLGPVDVPSARLTKYIVLLCFTKFLKAVGLFESYDLLKAVHIVQFIFILKLGTAFFMVLFQKPFSSGKTITKHQWIKIFKHAVAGCIISLLWFFGLTLCGPLRTLLLFEHSDIVVISLLSVLFTSSGGGPAKTRGAAFFIIAVICLLLFDNDDLMAKMAEHPEGHHDSALTHMLYTAIAFLGVADHKGGVLLLVLALCCKVGFHTASRKLSVDVGGAKRLQALSHLVSVLLLCPWVIVLSVTTESKVESWFSLIMPFATVIFFVMILDFYVDSICSVKMEVSK.... Result: 1 (interaction). (10) The miRNA is hsa-miR-99b-3p with sequence CAAGCUCGUGUCUGUGGGUCCG. The protein sequence of the target gene is MFIWTSGRTSSSYRQDEKRNIYQKIRDHDLLDKRKTVTALKAGEDRAILLGLAMMVCSIMMYFLLGITLLRSYMQSVWTEEAQCALLNVSITETFNCSFSCGPDCWKLSQYPCLQVYVNLTSSGERLLLYHTEETMKINQKCSYIPKCGNNFEESMSLVSVVMENFRRHQHFPCYSDPEGNQKSVILTKLYSSNVLFHSLFWPTCMMAGGVAIVAMVKLTQYLSLLCERIQRINR. Result: 0 (no interaction).